This data is from Reaction yield outcomes from USPTO patents with 853,638 reactions. The task is: Predict the reaction yield, written as a fraction of the theoretical maximum amount of product (1.0 means a 100% yield; for example, 0.34 means a 34% yield). (1) The reactants are [CH2:1]([O:8][C:9]([NH:11][C@@H:12]1[C:18](=[O:19])[N:17]2[C@H:20]([C:24](O)=[O:25])[CH2:21][CH2:22][CH2:23][N:16]2[C:15](=[O:27])[CH2:14][CH2:13]1)=[O:10])[C:2]1[CH:7]=[CH:6][CH:5]=[CH:4][CH:3]=1.CN(C(ON1N=NC2C=CC=NC1=2)=[N+](C)C)C.F[P-](F)(F)(F)(F)F.Cl.[NH2:53][CH2:54][C:55]([C:57]1[CH:62]=[CH:61][C:60]([Br:63])=[CH:59][CH:58]=1)=[O:56].CCN(C(C)C)C(C)C. The catalyst is [Cl-].[Na+].O.O.CN(C=O)C. The product is [Br:63][C:60]1[CH:61]=[CH:62][C:57]([C:55](=[O:56])[CH2:54][NH:53][C:24]([C@H:20]2[N:17]3[C:18](=[O:19])[C@@H:12]([NH:11][C:9](=[O:10])[O:8][CH2:1][C:2]4[CH:7]=[CH:6][CH:5]=[CH:4][CH:3]=4)[CH2:13][CH2:14][C:15](=[O:27])[N:16]3[CH2:23][CH2:22][CH2:21]2)=[O:25])=[CH:58][CH:59]=1. The yield is 0.788. (2) The yield is 0.560. The product is [F:1][C:2]([F:17])([CH2:8][C:9]1[CH:10]=[CH:11][C:12]([OH:15])=[CH:13][CH:14]=1)[C:3]([O:5][CH2:6][CH3:7])=[O:4]. The reactants are [F:1][C:2]([F:17])([CH2:8][C:9]1[CH:14]=[CH:13][C:12]([O:15]C)=[CH:11][CH:10]=1)[C:3]([O:5][CH2:6][CH3:7])=[O:4].[Cl-].[Al+3].[Cl-].[Cl-].C(S)CCCCCCC. The catalyst is ClCCl. (3) The product is [C:10]([O:9][C:7](=[O:8])[NH:6][O:5][CH2:4][CH2:3][Br:2])([CH3:13])([CH3:12])[CH3:11]. The reactants are Br.[Br:2][CH2:3][CH2:4][O:5][NH2:6].[C:7](O[C:7]([O:9][C:10]([CH3:13])([CH3:12])[CH3:11])=[O:8])([O:9][C:10]([CH3:13])([CH3:12])[CH3:11])=[O:8].CCN(CC)CC. The catalyst is C(Cl)Cl.CCOC(C)=O. The yield is 0.750. (4) The reactants are [CH3:1][Si:2]([CH3:9])(C)[NH:3][Si:4](C)(C)C.[Cl-].[Al+3].[Cl-].[Cl-].Cl[Si](Cl)(C)C.Cl[Si](C)(C)C.[CH2:24]([NH:26][CH2:27][CH3:28])[CH3:25]. No catalyst specified. The product is [CH2:24]([N:26]([Si:2]([CH3:9])([CH3:1])[NH:3][SiH3:4])[CH2:27][CH3:28])[CH3:25]. The yield is 0.750. (5) The yield is 0.880. The catalyst is [Pd]. The product is [F:1][C:2]1[CH:14]=[C:13]2[C:5]([C:6]3[CH:7]=[CH:8][N:9]=[CH:10][C:11]=3[NH:12]2)=[CH:4][CH:3]=1. The reactants are [F:1][C:2]1[CH:14]=[C:13]2[C:5]([C:6]3[CH2:7][CH2:8][NH:9][CH2:10][C:11]=3[NH:12]2)=[CH:4][CH:3]=1. (6) The yield is 0.850. The reactants are [C:1]([CH2:4][C:5]1[CH:10]=[CH:9][C:8]([CH2:11][CH2:12][CH2:13][CH2:14]OS(C)(=O)=O)=[CH:7][CH:6]=1)([OH:3])=[O:2].[N-:20]=[N+:21]=[N-:22].[Na+]. The product is [C:1]([CH2:4][C:5]1[CH:10]=[CH:9][C:8]([CH2:11][CH2:12][CH2:13][CH2:14][N:20]=[N+:21]=[N-:22])=[CH:7][CH:6]=1)([OH:3])=[O:2]. The catalyst is CN(C=O)C. (7) The reactants are Br[C:2]1[CH:7]=[CH:6][CH:5]=[C:4]([Br:8])[N:3]=1.[CH3:9][O:10][C:11]1[CH:18]=[CH:17][C:14]([CH2:15][NH2:16])=[CH:13][CH:12]=1.C(N(C(C)C)CC)(C)C. The catalyst is O1CCOCC1. The product is [Br:8][C:4]1[N:3]=[C:2]([NH:16][CH2:15][C:14]2[CH:17]=[CH:18][C:11]([O:10][CH3:9])=[CH:12][CH:13]=2)[CH:7]=[CH:6][CH:5]=1. The yield is 0.910. (8) The yield is 0.600. The reactants are Br[C:2]1[CH:3]=[C:4]2[CH2:10][C:9](=[O:11])[N:8]([CH2:12][O:13][CH2:14][CH2:15][Si:16]([CH3:19])([CH3:18])[CH3:17])[C:5]2=[N:6][CH:7]=1.[CH3:20][O:21][C:22]1[CH:23]=[C:24](B(O)O)[CH:25]=[C:26]([O:30][CH3:31])[C:27]=1[O:28][CH3:29].C([O-])([O-])=O.[Na+].[Na+]. The catalyst is CC#N.Cl[Pd](Cl)([P](C1C=CC=CC=1)(C1C=CC=CC=1)C1C=CC=CC=1)[P](C1C=CC=CC=1)(C1C=CC=CC=1)C1C=CC=CC=1. The product is [CH3:31][O:30][C:26]1[CH:25]=[C:24]([C:2]2[CH:3]=[C:4]3[CH2:10][C:9](=[O:11])[N:8]([CH2:12][O:13][CH2:14][CH2:15][Si:16]([CH3:19])([CH3:18])[CH3:17])[C:5]3=[N:6][CH:7]=2)[CH:23]=[C:22]([O:21][CH3:20])[C:27]=1[O:28][CH3:29].